This data is from Catalyst prediction with 721,799 reactions and 888 catalyst types from USPTO. The task is: Predict which catalyst facilitates the given reaction. (1) Reactant: Br[C:2]1[C:3]([CH3:19])=[C:4]([CH2:12][N:13]2[CH2:18][CH2:17][O:16][CH2:15][CH2:14]2)[N:5]2[C:10]=1[C:9]([NH2:11])=[N:8][CH:7]=[N:6]2.[CH2:20]([N:27]1[CH:35]=[C:34]2[C:29]([CH:30]=[C:31](B3OC(C)(C)C(C)(C)O3)[CH:32]=[CH:33]2)=[N:28]1)[C:21]1[CH:26]=[CH:25][CH:24]=[CH:23][CH:22]=1.C([O-])([O-])=O.[K+].[K+].O. Product: [CH2:20]([N:27]1[CH:35]=[C:34]2[C:29]([CH:30]=[C:31]([C:2]3[C:3]([CH3:19])=[C:4]([CH2:12][N:13]4[CH2:18][CH2:17][O:16][CH2:15][CH2:14]4)[N:5]4[C:10]=3[C:9]([NH2:11])=[N:8][CH:7]=[N:6]4)[CH:32]=[CH:33]2)=[N:28]1)[C:21]1[CH:26]=[CH:25][CH:24]=[CH:23][CH:22]=1. The catalyst class is: 128. (2) Reactant: [CH2:1]([C@@H:5]1[CH2:9][O:8][C:7](=[O:10])[CH:6]1C(OCC)=O)[CH:2]([CH3:4])[CH3:3].[Li+].[Cl-].O. Product: [CH2:1]([C@@H:5]1[CH2:9][O:8][C:7](=[O:10])[CH2:6]1)[CH:2]([CH3:4])[CH3:3]. The catalyst class is: 16. (3) Reactant: [H-].[H-].[H-].[H-].[Li+].[Al+3].[OH:7][C:8]1[CH:13]=[CH:12][C:11]([CH2:14][CH2:15][C:16](OC)=[O:17])=[CH:10][CH:9]=1. Product: [OH:7][C:8]1[CH:9]=[CH:10][C:11]([CH2:14][CH2:15][CH2:16][OH:17])=[CH:12][CH:13]=1. The catalyst class is: 1. (4) Reactant: FC(F)(F)S(O[C@@H:7]([C:12]1[CH:13]=[N:14][C:15]([Cl:18])=[CH:16][CH:17]=1)[C:8]([F:11])([F:10])[F:9])(=O)=O.[OH:21][C@@H:22]1[CH2:26][NH:25][CH2:24][C@H:23]1[NH:27][C:28](=[O:37])[O:29][CH2:30][C:31]1[CH:36]=[CH:35][CH:34]=[CH:33][CH:32]=1.C([O-])([O-])=O.[K+].[K+].O. Product: [Cl:18][C:15]1[N:14]=[CH:13][C:12]([C@@H:7]([N:25]2[CH2:26][C@@H:22]([OH:21])[C@H:23]([NH:27][C:28](=[O:37])[O:29][CH2:30][C:31]3[CH:32]=[CH:33][CH:34]=[CH:35][CH:36]=3)[CH2:24]2)[C:8]([F:11])([F:10])[F:9])=[CH:17][CH:16]=1. The catalyst class is: 56. (5) Reactant: [CH3:1][O:2][C:3]([C:5]1[C:9]([N+:10]([O-:12])=[O:11])=[CH:8][NH:7][N:6]=1)=[O:4].C(=O)([O-])[O-].[Cs+].[Cs+].Br[CH2:20][CH2:21][C:22]1[CH:27]=[CH:26][CH:25]=[CH:24][CH:23]=1. Product: [CH3:1][O:2][C:3]([C:5]1[N:6]([CH2:20][CH2:21][C:22]2[CH:27]=[CH:26][CH:25]=[CH:24][CH:23]=2)[N:7]=[CH:8][C:9]=1[N+:10]([O-:12])=[O:11])=[O:4]. The catalyst class is: 9.